This data is from Full USPTO retrosynthesis dataset with 1.9M reactions from patents (1976-2016). The task is: Predict the reactants needed to synthesize the given product. (1) The reactants are: [CH:1]1([C:4]2[N:8]([CH3:9])[C:7]3[CH:10]=[C:11]([N:14]4[CH:19]=[CH:18][C:17]([CH2:20][OH:21])=[CH:16][C:15]4=[O:22])[CH:12]=[CH:13][C:6]=3[N:5]=2)[CH2:3][CH2:2]1.[F:23][C:24]1[CH:29]=[CH:28][C:27](O)=[CH:26][CH:25]=1.C(P(CCCC)CCCC)CCC.N(C(N1CCCCC1)=O)=NC(N1CCCCC1)=O. Given the product [CH:1]1([C:4]2[N:8]([CH3:9])[C:7]3[CH:10]=[C:11]([N:14]4[CH:19]=[CH:18][C:17]([CH2:20][O:21][C:27]5[CH:28]=[CH:29][C:24]([F:23])=[CH:25][CH:26]=5)=[CH:16][C:15]4=[O:22])[CH:12]=[CH:13][C:6]=3[N:5]=2)[CH2:2][CH2:3]1, predict the reactants needed to synthesize it. (2) Given the product [NH2:18][O:7][CH2:6][C:5]1[CH:8]=[CH:9][CH:10]=[CH:11][C:4]=1[C:3]#[N:2], predict the reactants needed to synthesize it. The reactants are: O[N:2]1[C:6](=[O:7])[C:5]2=[CH:8][CH:9]=[CH:10][CH:11]=[C:4]2[C:3]1=O.BrCC1C=CC=CC=1C#[N:18]. (3) Given the product [OH:33][C:31]([CH3:34])([CH3:32])[CH2:30][NH:29][C:15]([C:14]1[CH:18]=[CH:19][N:20]=[CH:21][C:13]=1[NH:12][C:10]([C:8]1[C:7]([NH:22][C:23]2[CH:24]=[N:25][CH:26]=[N:27][CH:28]=2)=[N:6][CH:5]=[C:4]([CH:1]2[CH2:3][CH2:2]2)[N:9]=1)=[O:11])=[O:17], predict the reactants needed to synthesize it. The reactants are: [CH:1]1([C:4]2[N:9]=[C:8]([C:10]([NH:12][C:13]3[CH:21]=[N:20][CH:19]=[CH:18][C:14]=3[C:15]([OH:17])=O)=[O:11])[C:7]([NH:22][C:23]3[CH:24]=[N:25][CH:26]=[N:27][CH:28]=3)=[N:6][CH:5]=2)[CH2:3][CH2:2]1.[NH2:29][CH2:30][C:31]([CH3:34])([OH:33])[CH3:32]. (4) Given the product [C:1]([O:5][C:6]([N:8]1[CH2:13][CH2:12][C@@H:11]([CH:14]([F:15])[F:16])[C@H:10]([O:17][C:27]2[N:26]=[N:25][C:24]([CH2:20][CH2:21][CH2:22][CH3:23])=[C:29]([C:30]3[CH:31]=[CH:32][C:33]([O:36][CH:37]4[CH2:42][CH2:41][CH2:40][CH2:39][CH2:38]4)=[CH:34][CH:35]=3)[CH:28]=2)[CH2:9]1)=[O:7])([CH3:4])([CH3:2])[CH3:3], predict the reactants needed to synthesize it. The reactants are: [C:1]([O:5][C:6]([N:8]1[CH2:13][CH2:12][C@@H:11]([CH:14]([F:16])[F:15])[C@H:10]([OH:17])[CH2:9]1)=[O:7])([CH3:4])([CH3:3])[CH3:2].[H-].[Na+].[CH2:20]([C:24]1[N:25]=[N:26][C:27](Cl)=[CH:28][C:29]=1[C:30]1[CH:35]=[CH:34][C:33]([O:36][CH:37]2[CH2:42][CH2:41][CH2:40][CH2:39][CH2:38]2)=[CH:32][CH:31]=1)[CH2:21][CH2:22][CH3:23]. (5) Given the product [C@H:21]12[CH2:26][C@H:24]([NH:23][CH2:22]1)[CH2:25][N:20]2[C:18]([C@@H:13]([NH:12][C:10]([C:2]1[NH:1][C:9]2[C:4]([CH:3]=1)=[CH:5][CH:6]=[CH:7][CH:8]=2)=[O:11])[C:14]([CH3:17])([CH3:16])[CH3:15])=[O:19], predict the reactants needed to synthesize it. The reactants are: [NH:1]1[C:9]2[C:4](=[CH:5][CH:6]=[CH:7][CH:8]=2)[CH:3]=[C:2]1[C:10]([NH:12][C@H:13]([C:18]([N:20]1[CH2:25][C@@H:24]2[CH2:26][C@H:21]1[CH2:22][N:23]2C(OC(C)(C)C)=O)=[O:19])[C:14]([CH3:17])([CH3:16])[CH3:15])=[O:11].C(O)(C(F)(F)F)=O.